The task is: Regression. Given two drug SMILES strings and cell line genomic features, predict the synergy score measuring deviation from expected non-interaction effect.. This data is from NCI-60 drug combinations with 297,098 pairs across 59 cell lines. (1) Drug 1: CN(CC1=CN=C2C(=N1)C(=NC(=N2)N)N)C3=CC=C(C=C3)C(=O)NC(CCC(=O)O)C(=O)O. Drug 2: B(C(CC(C)C)NC(=O)C(CC1=CC=CC=C1)NC(=O)C2=NC=CN=C2)(O)O. Cell line: RXF 393. Synergy scores: CSS=10.3, Synergy_ZIP=-2.73, Synergy_Bliss=-7.39, Synergy_Loewe=-29.6, Synergy_HSA=-9.00. (2) Drug 1: C1C(C(OC1N2C=NC3=C(N=C(N=C32)Cl)N)CO)O. Drug 2: C1CCC(C(C1)N)N.C(=O)(C(=O)[O-])[O-].[Pt+4]. Cell line: SF-268. Synergy scores: CSS=17.8, Synergy_ZIP=-6.16, Synergy_Bliss=-2.79, Synergy_Loewe=-2.80, Synergy_HSA=-1.47. (3) Drug 1: CC(C)CN1C=NC2=C1C3=CC=CC=C3N=C2N. Drug 2: CC12CCC3C(C1CCC2OP(=O)(O)O)CCC4=C3C=CC(=C4)OC(=O)N(CCCl)CCCl.[Na+]. Cell line: HS 578T. Synergy scores: CSS=-0.926, Synergy_ZIP=1.70, Synergy_Bliss=2.18, Synergy_Loewe=-2.23, Synergy_HSA=-1.93. (4) Drug 1: CS(=O)(=O)C1=CC(=C(C=C1)C(=O)NC2=CC(=C(C=C2)Cl)C3=CC=CC=N3)Cl. Cell line: NCIH23. Synergy scores: CSS=29.7, Synergy_ZIP=-3.45, Synergy_Bliss=-5.72, Synergy_Loewe=-30.2, Synergy_HSA=-6.38. Drug 2: C1=NC2=C(N=C(N=C2N1C3C(C(C(O3)CO)O)F)Cl)N. (5) Drug 1: C1=NC2=C(N1)C(=S)N=CN2. Drug 2: CC1CCC2CC(C(=CC=CC=CC(CC(C(=O)C(C(C(=CC(C(=O)CC(OC(=O)C3CCCCN3C(=O)C(=O)C1(O2)O)C(C)CC4CCC(C(C4)OC)O)C)C)O)OC)C)C)C)OC. Cell line: RPMI-8226. Synergy scores: CSS=-12.6, Synergy_ZIP=6.31, Synergy_Bliss=1.59, Synergy_Loewe=-8.74, Synergy_HSA=-9.31.